Predict the product of the given reaction. From a dataset of Forward reaction prediction with 1.9M reactions from USPTO patents (1976-2016). (1) Given the reactants [C:1]([C:3]1[CH:8]=[C:7]([CH3:9])[CH:6]=[CH:5][C:4]=1[C:10]1[CH:15]=[C:14]([C:16]([O:18][CH2:19][CH3:20])=[O:17])[CH:13]=[C:12]([C:21](O)=[O:22])[CH:11]=1)#[N:2].Cl.CN(C)CCCN=C=NCC.O.ON1C2C=CC=CC=2N=N1.Cl.[OH:48][CH:49]1[CH2:52][NH:51][CH2:50]1.C(N(CC)C(C)C)(C)C, predict the reaction product. The product is: [C:1]([C:3]1[CH:8]=[C:7]([CH3:9])[CH:6]=[CH:5][C:4]=1[C:10]1[CH:11]=[C:12]([C:21]([N:51]2[CH2:52][CH:49]([OH:48])[CH2:50]2)=[O:22])[CH:13]=[C:14]([C:16]([O:18][CH2:19][CH3:20])=[O:17])[CH:15]=1)#[N:2]. (2) Given the reactants [Li+].C[Si]([N-][Si](C)(C)C)(C)C.[F:11][CH:12]([F:26])[C:13]1[CH:18]=[CH:17][C:16]([C:19]2[O:23][CH:22]=[N:21][C:20]=2[CH2:24][CH3:25])=[CH:15][CH:14]=1.[Cl:27]C(Cl)(Cl)C(Cl)(Cl)Cl, predict the reaction product. The product is: [Cl:27][C:22]1[O:23][C:19]([C:16]2[CH:15]=[CH:14][C:13]([CH:12]([F:11])[F:26])=[CH:18][CH:17]=2)=[C:20]([CH2:24][CH3:25])[N:21]=1.